This data is from Forward reaction prediction with 1.9M reactions from USPTO patents (1976-2016). The task is: Predict the product of the given reaction. (1) The product is: [Cl:1][C:2]1[CH:11]=[CH:10][C:9]2[C:4](=[CH:5][CH:6]=[CH:7][C:8]=2[C:12]([N:20]2[CH2:21][CH:18]([O:17][CH3:16])[CH2:19]2)=[O:14])[N:3]=1. Given the reactants [Cl:1][C:2]1[CH:11]=[CH:10][C:9]2[C:8]([C:12]([OH:14])=O)=[CH:7][CH:6]=[CH:5][C:4]=2[N:3]=1.Cl.[CH3:16][O:17][CH:18]1[CH2:21][NH:20][CH2:19]1.CN(C(ON1N=NC2C=CC=CC1=2)=[N+](C)C)C.F[P-](F)(F)(F)(F)F.C(N(CC)C(C)C)(C)C.[OH-].[Na+], predict the reaction product. (2) Given the reactants [F:1][C:2]1[CH:7]=[C:6]([F:8])[CH:5]=[C:4]([F:9])[C:3]=1[CH:10]([C:16]([O:18]CC)=O)[C:11]([O:13]CC)=O.C(N(CCCC)CCCC)CCC.[N:34]1[CH:39]=[CH:38][CH:37]=[CH:36][C:35]=1[C:40]([NH2:42])=[NH:41].[OH-].[Na+], predict the reaction product. The product is: [OH:13][C:11]1[C:10]([C:3]2[C:4]([F:9])=[CH:5][C:6]([F:8])=[CH:7][C:2]=2[F:1])=[C:16]([OH:18])[N:42]=[C:40]([C:35]2[CH:36]=[CH:37][CH:38]=[CH:39][N:34]=2)[N:41]=1. (3) Given the reactants [OH:1][C:2]1[CH:9]=[CH:8][C:5]([CH:6]=[O:7])=[CH:4][CH:3]=1.Br[CH2:11][CH2:12][CH2:13][CH2:14]Cl.C(=O)([O-])[O-].[K+].[K+].[BH4-].[Na+].[CH3:24][O:25][C:26]1[CH:31]=[CH:30][CH:29]=[CH:28][C:27]=1[N:32]1[CH2:37][CH2:36][NH:35][CH2:34][CH2:33]1.C(=O)([O-])[O-].[Na+].[Na+].[I-].[K+].[C:46](N1C=CN=C1)([N:48]1C=CN=C1)=[O:47].[OH-].[NH4+], predict the reaction product. The product is: [CH3:24][O:25][C:26]1[CH:31]=[CH:30][CH:29]=[CH:28][C:27]=1[N:32]1[CH2:37][CH2:36][N:35]([CH2:11][CH2:12][CH2:13][CH2:14][O:1][C:2]2[CH:9]=[CH:8][C:5]([CH2:6][O:7][C:46](=[O:47])[NH2:48])=[CH:4][CH:3]=2)[CH2:34][CH2:33]1. (4) The product is: [F:1][C:2]1[CH:3]=[C:4]([CH:23]=[C:24]([F:26])[CH:25]=1)[C:5]([C:7]1[CH:8]=[C:9]2[C:13](=[CH:14][CH:15]=1)[N:12]([C:28]([C:29]1[CH:34]=[CH:33][CH:32]=[CH:31][CH:30]=1)([C:41]1[CH:42]=[CH:43][CH:44]=[CH:45][CH:46]=1)[C:35]1[CH:36]=[CH:37][CH:38]=[CH:39][CH:40]=1)[N:11]=[C:10]2[NH:16][C:17](=[O:22])[C:18]([F:20])([F:21])[F:19])=[O:6]. Given the reactants [F:1][C:2]1[CH:3]=[C:4]([CH:23]=[C:24]([F:26])[CH:25]=1)[C:5]([C:7]1[CH:8]=[C:9]2[C:13](=[CH:14][CH:15]=1)[NH:12][N:11]=[C:10]2[NH:16][C:17](=[O:22])[C:18]([F:21])([F:20])[F:19])=[O:6].Cl[C:28]([C:41]1[CH:46]=[CH:45][CH:44]=[CH:43][CH:42]=1)([C:35]1[CH:40]=[CH:39][CH:38]=[CH:37][CH:36]=1)[C:29]1[CH:34]=[CH:33][CH:32]=[CH:31][CH:30]=1.C(N(CC)CC)C, predict the reaction product. (5) Given the reactants [C:1]1([NH2:8])[CH:6]=[CH:5][CH:4]=[CH:3][C:2]=1[NH2:7].[CH2:9]([NH:12][C:13](=[O:39])[CH2:14][CH2:15][CH2:16][CH2:17][CH2:18][O:19][C:20]1[CH:33]=[CH:32][C:31]2[C:30]3([CH3:34])[CH:25]([C:26]([CH3:36])([CH3:35])[CH2:27][CH2:28][CH2:29]3)[C:24](=O)[C:23](=O)[C:22]=2[CH:21]=1)[C:10]#[CH:11], predict the reaction product. The product is: [CH2:9]([NH:12][C:13](=[O:39])[CH2:14][CH2:15][CH2:16][CH2:17][CH2:18][O:19][C:20]1[CH:33]=[CH:32][C:31]2[C:30]3([CH3:34])[CH2:29][CH2:28][CH2:27][C:26]([CH3:35])([CH3:36])[CH:25]3[C:24]3[C:23](=[N:7][C:2]4[C:1]([N:8]=3)=[CH:6][CH:5]=[CH:4][CH:3]=4)[C:22]=2[CH:21]=1)[C:10]#[CH:11]. (6) Given the reactants [C:1]([O:5][C:6](=[O:29])[NH:7][C@H:8]([CH2:22][C:23]1[CH:28]=[CH:27][CH:26]=[CH:25][CH:24]=1)[C:9]#[C:10][C:11]1[CH:16]=[C:15]([Cl:17])[CH:14]=[C:13]([N+:18]([O-:20])=[O:19])[C:12]=1[NH2:21])([CH3:4])([CH3:3])[CH3:2].CC(C)([O-])C.[K+], predict the reaction product. The product is: [C:1]([O:5][C:6](=[O:29])[NH:7][C@@H:8]([C:9]1[NH:21][C:12]2[C:11]([CH:10]=1)=[CH:16][C:15]([Cl:17])=[CH:14][C:13]=2[N+:18]([O-:20])=[O:19])[CH2:22][C:23]1[CH:28]=[CH:27][CH:26]=[CH:25][CH:24]=1)([CH3:4])([CH3:2])[CH3:3]. (7) The product is: [Cl:1][C:2]1[CH:7]=[C:6]([Cl:8])[CH:5]=[CH:4][C:3]=1[C:9]1[C:14]([CH:15]=[O:16])=[C:13]([CH3:17])[N:12]=[C:11]([C:18]2[CH:19]=[CH:20][CH:21]=[CH:22][CH:23]=2)[N:10]=1. Given the reactants [Cl:1][C:2]1[CH:7]=[C:6]([Cl:8])[CH:5]=[CH:4][C:3]=1[C:9]1[C:14]([CH2:15][OH:16])=[C:13]([CH3:17])[N:12]=[C:11]([C:18]2[CH:23]=[CH:22][CH:21]=[CH:20][CH:19]=2)[N:10]=1.CC(OI1(OC(C)=O)(OC(C)=O)OC(=O)C2C=CC=CC1=2)=O, predict the reaction product. (8) Given the reactants [Cl:1][C:2]1[C:10]([Cl:11])=[CH:9][CH:8]=[CH:7][C:3]=1[C:4]([OH:6])=O.[F:12][C:13]1([F:29])[CH2:18][CH2:17][N:16]([CH:19]([C:22]2[CH:23]=[N:24][C:25]([CH3:28])=[N:26][CH:27]=2)[CH2:20][NH2:21])[CH2:15][CH2:14]1, predict the reaction product. The product is: [Cl:1][C:2]1[C:10]([Cl:11])=[CH:9][CH:8]=[CH:7][C:3]=1[C:4]([NH:21][CH2:20][CH:19]([N:16]1[CH2:15][CH2:14][C:13]([F:29])([F:12])[CH2:18][CH2:17]1)[C:22]1[CH:23]=[N:24][C:25]([CH3:28])=[N:26][CH:27]=1)=[O:6].